This data is from HIV replication inhibition screening data with 41,000+ compounds from the AIDS Antiviral Screen. The task is: Binary Classification. Given a drug SMILES string, predict its activity (active/inactive) in a high-throughput screening assay against a specified biological target. The compound is COC1CC(N)C(O)C(CN=[N+]=[N-])O1. The result is 0 (inactive).